From a dataset of Cav3 T-type calcium channel HTS with 100,875 compounds. Binary Classification. Given a drug SMILES string, predict its activity (active/inactive) in a high-throughput screening assay against a specified biological target. (1) The molecule is S(=O)(=O)(N1CCCCCC1)c1ccc(NC(=O)CS(=O)(=O)Cc2ccccc2)cc1. The result is 1 (active). (2) The compound is S1(=O)(=O)CC(N(Cc2ccc(N(C)C)cc2)C(=O)COc2ccccc2)CC1. The result is 0 (inactive). (3) The molecule is O(c1c(C2NC(=O)NC(=C2C(=O)C)c2ccccc2)cccc1)CC(=O)NCc1ccccc1. The result is 0 (inactive). (4) The compound is s1c2n(nc(c3c(N)cccc3)c(=O)n2)c(c1)C. The result is 0 (inactive). (5) The drug is O(c1c2CCC(=O)c2ccc1OC)C. The result is 0 (inactive). (6) The compound is O=C(N1CCN(CC1)c1ccccc1)c1cc(OCC)c(OCC)cc1. The result is 0 (inactive). (7) The compound is o1c(CNC(=O)c2c3c(ccc2)cccc3)ccc1. The result is 0 (inactive). (8) The compound is O=C1N(C(N(C(C)C)C(C)C)=N/C1=C/c1occc1)c1ccccc1. The result is 0 (inactive).